This data is from Reaction yield outcomes from USPTO patents with 853,638 reactions. The task is: Predict the reaction yield, written as a fraction of the theoretical maximum amount of product (1.0 means a 100% yield; for example, 0.34 means a 34% yield). (1) The reactants are [F:1][C:2]1[CH:7]=[C:6]([F:8])[CH:5]=[CH:4][C:3]=1[NH2:9].N1C=CC=CC=1.Cl[C:17]([O:19][CH2:20][C:21]1[CH:26]=[CH:25][CH:24]=[CH:23][CH:22]=1)=[O:18]. The catalyst is ClCCl. The product is [CH2:20]([O:19][C:17](=[O:18])[NH:9][C:3]1[CH:4]=[CH:5][C:6]([F:8])=[CH:7][C:2]=1[F:1])[C:21]1[CH:26]=[CH:25][CH:24]=[CH:23][CH:22]=1. The yield is 0.850. (2) The reactants are [CH3:1][C:2]1[CH:3]=[C:4]([CH:24]=[C:25]([CH3:36])[C:26]=1[N:27]1[CH:31]=[C:30]([C:32]([F:35])([F:34])[F:33])[CH:29]=[N:28]1)[O:5][CH:6]([CH:18]1[CH2:21][C:20]([CH3:23])([CH3:22])[CH2:19]1)[C:7]1[CH:17]=[CH:16][C:10]([C:11]([O:13]CC)=[O:12])=[CH:9][CH:8]=1.O1CCCC1.CO.[OH-].[Na+]. The catalyst is O. The product is [CH3:36][C:25]1[CH:24]=[C:4]([CH:3]=[C:2]([CH3:1])[C:26]=1[N:27]1[CH:31]=[C:30]([C:32]([F:34])([F:33])[F:35])[CH:29]=[N:28]1)[O:5][CH:6]([CH:18]1[CH2:21][C:20]([CH3:23])([CH3:22])[CH2:19]1)[C:7]1[CH:17]=[CH:16][C:10]([C:11]([OH:13])=[O:12])=[CH:9][CH:8]=1. The yield is 0.860. (3) The reactants are O[C:2]1[C:11]2[C:6](=[N:7][CH:8]=[CH:9][CH:10]=2)[N:5]([C:12]2[CH:17]=[CH:16][CH:15]=[C:14]([C:18]([F:21])([F:20])[F:19])[CH:13]=2)C(=O)[C:3]=1[C:23](=O)[CH2:24][C:25]1[CH:30]=[CH:29][CH:28]=[CH:27][C:26]=1[C:31]([F:34])([F:33])[F:32].O.[NH2:37][NH2:38].[C:39](=[O:42])([O-])O.[Na+]. The catalyst is CN(C=O)C. The product is [F:33][C:31]([F:34])([F:32])[C:26]1[CH:27]=[CH:28][CH:29]=[CH:30][C:25]=1[CH2:24][C:23]1[C:3]2[C:39](=[O:42])[N:5]([C:12]3[CH:17]=[CH:16][CH:15]=[C:14]([C:18]([F:20])([F:19])[F:21])[CH:13]=3)[C:6]3[N:7]=[CH:8][CH:9]=[CH:10][C:11]=3[C:2]=2[NH:38][N:37]=1. The yield is 0.670. (4) The reactants are [CH2:1]([O:3][C:4]1[CH:5]=[C:6]([CH:9]=[CH:10][C:11]=1[OH:12])[CH:7]=[O:8])[CH3:2].[CH3:13][S:14](Cl)(=[O:16])=[O:15].O. The catalyst is ClCCl. The product is [CH2:1]([O:3][C:4]1[CH:5]=[C:6]([CH:7]=[O:8])[CH:9]=[CH:10][C:11]=1[O:12][S:14]([CH3:13])(=[O:16])=[O:15])[CH3:2]. The yield is 1.00. (5) The reactants are COC(=O)C=CC1C2N(C3C=CC=CC=3)C=NC=2C=C(C(F)(F)F)C=1.CN1[CH2:32][CH2:31][N:30]([C:33](=[O:55])[CH:34]=[CH:35][C:36]2[C:44]3[N:43]([C:45]4[CH:50]=[CH:49][CH:48]=[CH:47][CH:46]=4)[CH:42]=[N:41][C:40]=3[CH:39]=[C:38]([C:51]([F:54])([F:53])[F:52])[CH:37]=2)[CH2:29][CH2:28]1. No catalyst specified. The product is [C:45]1([N:43]2[C:44]3[C:36]([CH:35]=[CH:34][C:33]([N:30]4[CH2:31][CH2:32][CH2:28][CH2:29]4)=[O:55])=[CH:37][C:38]([C:51]([F:54])([F:52])[F:53])=[CH:39][C:40]=3[N:41]=[CH:42]2)[CH:50]=[CH:49][CH:48]=[CH:47][CH:46]=1. The yield is 0.0700. (6) The reactants are [CH3:1][O:2][C:3]1[CH:4]=[C:5]([C:11](=[O:21])[CH2:12][C:13]2[CH:18]=[CH:17][C:16]([O:19][CH3:20])=[CH:15][CH:14]=2)[CH:6]=[C:7]([O:9][CH3:10])[CH:8]=1.[H][H]. The catalyst is [Pd].CO. The product is [CH3:1][O:2][C:3]1[CH:4]=[C:5]([CH:11]([OH:21])[CH2:12][C:13]2[CH:18]=[CH:17][C:16]([O:19][CH3:20])=[CH:15][CH:14]=2)[CH:6]=[C:7]([O:9][CH3:10])[CH:8]=1. The yield is 0.884. (7) The reactants are [OH:1][C:2]1[CH:7]=[CH:6][CH:5]=[CH:4][C:3]=1[C:8](=[O:10])[CH3:9].O=[C:12]1[CH2:17][CH2:16][N:15]([C:18]([O:20][CH2:21][C:22]2[CH:27]=[CH:26][CH:25]=[CH:24][CH:23]=2)=[O:19])[CH2:14][CH2:13]1.N1CCCC1.CO. The catalyst is C(OCC)(=O)C. The product is [O:10]=[C:8]1[C:3]2[C:2](=[CH:7][CH:6]=[CH:5][CH:4]=2)[O:1][C:12]2([CH2:17][CH2:16][N:15]([C:18]([O:20][CH2:21][C:22]3[CH:23]=[CH:24][CH:25]=[CH:26][CH:27]=3)=[O:19])[CH2:14][CH2:13]2)[CH2:9]1. The yield is 0.810. (8) The reactants are Br[C:2]1[C:3]2[N:4]([CH:12]=[CH:13][N:14]=2)[CH:5]=[C:6]([C:8]([O:10][CH3:11])=[O:9])[N:7]=1.F[B-](F)(F)[C:17]1[CH:22]=[CH:21][CH:20]=[C:19]([C:23]#[C:24][C@:25]2([OH:32])[CH2:29][CH2:28][N:27]([CH3:30])[C:26]2=[O:31])[CH:18]=1.[K+]. No catalyst specified. The product is [OH:32][C@@:25]1([C:24]#[C:23][C:19]2[CH:18]=[C:17]([C:2]3[C:3]4[N:4]([CH:12]=[CH:13][N:14]=4)[CH:5]=[C:6]([C:8]([O:10][CH3:11])=[O:9])[N:7]=3)[CH:22]=[CH:21][CH:20]=2)[CH2:29][CH2:28][N:27]([CH3:30])[C:26]1=[O:31]. The yield is 0.260. (9) The yield is 0.890. The catalyst is CN(C)C1C=CN=CC=1.O.CN(C=O)C. The reactants are [Cl:1][C:2]1[CH:27]=[CH:26][C:5]2[C:6](=[O:25])[N:7]=[C:8]([C:10]3[N:15]=[C:14]([CH2:16][CH2:17][C:18]([OH:20])=[O:19])[CH:13]=[C:12]([S:21]([CH3:24])(=[O:23])=[O:22])[CH:11]=3)[S:9][C:4]=2[CH:3]=1.[OH:28][CH2:29][CH:30]([CH2:32]O)[OH:31].C1C=CC2N(O)N=NC=2C=1.O.CCN=C=NCCCN(C)C. The product is [Cl:1][C:2]1[CH:27]=[CH:26][C:5]2[C:6](=[O:25])[N:7]=[C:8]([C:10]3[N:15]=[C:14]([CH2:16][CH2:17][C:18]([O:20][CH2:32][CH:30]([OH:31])[CH2:29][OH:28])=[O:19])[CH:13]=[C:12]([S:21]([CH3:24])(=[O:22])=[O:23])[CH:11]=3)[S:9][C:4]=2[CH:3]=1. (10) The reactants are [C:1]([OH:9])(=O)[C:2]1[CH:7]=[CH:6][CH:5]=[N:4][CH:3]=1.CCN=C=NCCCN(C)C.C1C=CC2N(O)N=NC=2C=1.[NH2:31][C:32]1[CH:33]=[C:34]([O:38][C:39]2[N:44]=[CH:43][C:42]3[N:45]=[C:46]([C:50]4[C:51]([NH2:55])=[N:52][O:53][N:54]=4)[N:47]([CH2:48][CH3:49])[C:41]=3[CH:40]=2)[CH:35]=[CH:36][CH:37]=1. The catalyst is CN(C=O)C.O.CCOC(C)=O. The product is [NH2:55][C:51]1[C:50]([C:46]2[N:47]([CH2:48][CH3:49])[C:41]3[CH:40]=[C:39]([O:38][C:34]4[CH:33]=[C:32]([NH:31][C:1]([C:2]5[CH:3]=[N:4][CH:5]=[CH:6][CH:7]=5)=[O:9])[CH:37]=[CH:36][CH:35]=4)[N:44]=[CH:43][C:42]=3[N:45]=2)=[N:54][O:53][N:52]=1. The yield is 0.570.